Dataset: Forward reaction prediction with 1.9M reactions from USPTO patents (1976-2016). Task: Predict the product of the given reaction. (1) Given the reactants [C:1]([O:5][C:6]([N:8]1[CH2:12][C@H:11]([F:13])[C@@H:10]([O:14][CH3:15])[C@H:9]1[C:16]([OH:18])=O)=[O:7])([CH3:4])([CH3:3])[CH3:2].C(OC(N1C[C@@H](OC)[C@H](F)[C@H]1C(O)=O)=O)(C)(C)C.[C:37]1([C@@H:43]2[CH2:45][C@H:44]2[NH2:46])[CH:42]=[CH:41][CH:40]=[CH:39][CH:38]=1.CN(C(ON1N=NC2C=CC=NC1=2)=[N+](C)C)C.F[P-](F)(F)(F)(F)F.CCN(C(C)C)C(C)C, predict the reaction product. The product is: [C:1]([O:5][C:6]([N:8]1[CH2:12][C@H:11]([F:13])[C@@H:10]([O:14][CH3:15])[C@H:9]1[C:16](=[O:18])[NH:46][C@@H:44]1[CH2:45][C@H:43]1[C:37]1[CH:42]=[CH:41][CH:40]=[CH:39][CH:38]=1)=[O:7])([CH3:2])([CH3:3])[CH3:4]. (2) Given the reactants [Cl:1][C:2]1[CH:7]=[C:6]([O:8]C)[CH:5]=[CH:4][C:3]=1[CH:10]([CH3:24])[C:11]([C:17]1[CH:22]=[CH:21][N:20]=[C:19]([Cl:23])[CH:18]=1)([OH:16])[C:12]([F:15])([F:14])[F:13].C([O-])(O)=O.[Na+], predict the reaction product. The product is: [Cl:1][C:2]1[CH:7]=[C:6]([OH:8])[CH:5]=[CH:4][C:3]=1[CH:10]([CH3:24])[C:11]([C:17]1[CH:22]=[CH:21][N:20]=[C:19]([Cl:23])[CH:18]=1)([OH:16])[C:12]([F:15])([F:14])[F:13]. (3) Given the reactants Br[C:2]1[CH:3]=[C:4]([CH3:16])[C:5]([NH:8][CH2:9][CH2:10][N:11]2[CH2:15][CH2:14][CH2:13][CH2:12]2)=[N:6][CH:7]=1.[C:17]([Si:19]([CH3:22])([CH3:21])[CH3:20])#[CH:18], predict the reaction product. The product is: [CH3:16][C:4]1[C:5]([NH:8][CH2:9][CH2:10][N:11]2[CH2:15][CH2:14][CH2:13][CH2:12]2)=[N:6][CH:7]=[C:2]([C:18]#[C:17][Si:19]([CH3:22])([CH3:21])[CH3:20])[CH:3]=1. (4) Given the reactants [CH3:1][C:2]([C:6]1[CH:15]=[C:14]2[C:9]([CH:10]=[C:11]([C:20]([O:22][CH2:23][CH3:24])=[O:21])[CH:12]([C:16]([F:19])([F:18])[F:17])[O:13]2)=[CH:8][CH:7]=1)([CH3:5])[CH:3]=O.[CH2:25]([NH2:28])[CH2:26][CH3:27].C([BH3-])#N.[Na+], predict the reaction product. The product is: [CH3:5][C:2]([C:6]1[CH:15]=[C:14]2[C:9]([CH:10]=[C:11]([C:20]([O:22][CH2:23][CH3:24])=[O:21])[CH:12]([C:16]([F:18])([F:17])[F:19])[O:13]2)=[CH:8][CH:7]=1)([CH3:1])[CH2:3][NH:28][CH2:25][CH2:26][CH3:27]. (5) Given the reactants [C:1]1([N:7]2[C:12](=[O:13])[NH:11][C:10](=[O:14])[C:9]([C:15]#[N:16])=[N:8]2)[CH:6]=[CH:5][CH:4]=[CH:3][CH:2]=1.CN(C=O)C.[H-].[Na+].[CH2:24](Br)[CH2:25][CH2:26][CH3:27], predict the reaction product. The product is: [C:1]1([N:7]2[C:12](=[O:13])[N:11]([CH2:24][CH2:25][CH2:26][CH3:27])[C:10](=[O:14])[C:9]([C:15]#[N:16])=[N:8]2)[CH:2]=[CH:3][CH:4]=[CH:5][CH:6]=1.